From a dataset of Full USPTO retrosynthesis dataset with 1.9M reactions from patents (1976-2016). Predict the reactants needed to synthesize the given product. (1) Given the product [C:43]([O:42][C:41](=[O:47])[NH:23][S:20]([C:17]1[CH:16]=[CH:15][C:14]([CH2:13][N:7]2[C:6]([C:24](=[O:27])[CH2:25][CH3:26])=[C:5]([C:28]3[CH:29]=[CH:30][CH:31]=[CH:32][CH:33]=3)[C:4]3[C:9](=[CH:10][CH:11]=[C:2]([Br:1])[CH:3]=3)[C:8]2=[O:12])=[CH:19][CH:18]=1)(=[O:21])=[O:22])([CH3:46])([CH3:45])[CH3:44], predict the reactants needed to synthesize it. The reactants are: [Br:1][C:2]1[CH:3]=[C:4]2[C:9](=[CH:10][CH:11]=1)[C:8](=[O:12])[N:7]([CH2:13][C:14]1[CH:19]=[CH:18][C:17]([S:20]([NH2:23])(=[O:22])=[O:21])=[CH:16][CH:15]=1)[C:6]([C:24](=[O:27])[CH2:25][CH3:26])=[C:5]2[C:28]1[CH:33]=[CH:32][CH:31]=[CH:30][CH:29]=1.C(N(CC)CC)C.[C:41](=O)([O:47]C(C)(C)C)[O:42][C:43]([CH3:46])([CH3:45])[CH3:44]. (2) Given the product [CH:33]([O:35][C:26]1[CH:27]=[C:28]([CH:8]2[O:9][CH2:12][CH2:11][O:10]2)[CH:29]=[C:30]([O:42][CH3:43])[CH:31]=1)([CH3:34])[CH3:32], predict the reactants needed to synthesize it. The reactants are: [CH2:11]([O:10][C:8](N=N[C:8]([O:10][CH2:11][CH3:12])=[O:9])=[O:9])[CH3:12].[C:26]1(P([C:26]2[CH:31]=[CH:30][CH:29]=[CH:28][CH:27]=2)[C:26]2[CH:31]=[CH:30][CH:29]=[CH:28][CH:27]=2)[CH:31]=[CH:30][CH:29]=[CH:28][CH:27]=1.[CH3:32][CH:33]([OH:35])[CH3:34].CCCCCC.[O:42]1CCC[CH2:43]1. (3) Given the product [Cl:1][C:2]1[C:7]([C:8]2[CH:9]=[CH:10][C:11]([F:14])=[CH:12][CH:13]=2)=[CH:6][C:5]2[NH:15][C:21]([C:20]([F:24])([F:25])[C:19]([F:26])([F:27])[C:18]([F:29])([F:28])[F:17])=[N:16][C:4]=2[CH:3]=1, predict the reactants needed to synthesize it. The reactants are: [Cl:1][C:2]1[CH:3]=[C:4]([NH2:16])[C:5]([NH2:15])=[CH:6][C:7]=1[C:8]1[CH:13]=[CH:12][C:11]([F:14])=[CH:10][CH:9]=1.[F:17][C:18]([F:29])([F:28])[C:19]([F:27])([F:26])[C:20]([F:25])([F:24])[C:21](O)=O. (4) Given the product [S:35]([OH:39])([OH:38])(=[O:37])=[O:36].[Cl:1][C:2]1[CH:3]=[CH:4][C:5]([NH:8][C:9]2[C:10](=[O:34])[C:11](=[O:33])[C:12]=2[NH:13][CH2:14][CH2:15][NH:16][C:17]2[CH:22]=[C:21]([N:23]3[CH2:24][CH2:25][CH2:26][CH2:27]3)[N:20]=[C:19]([N:28]3[CH2:32][CH2:31][CH2:30][CH2:29]3)[N:18]=2)=[CH:6][CH:7]=1, predict the reactants needed to synthesize it. The reactants are: [Cl:1][C:2]1[CH:7]=[CH:6][C:5]([NH:8][C:9]2[C:10](=[O:34])[C:11](=[O:33])[C:12]=2[NH:13][CH2:14][CH2:15][NH:16][C:17]2[CH:22]=[C:21]([N:23]3[CH2:27][CH2:26][CH2:25][CH2:24]3)[N:20]=[C:19]([N:28]3[CH2:32][CH2:31][CH2:30][CH2:29]3)[N:18]=2)=[CH:4][CH:3]=1.[S:35](=[O:39])(=[O:38])([OH:37])[OH:36].